From a dataset of Reaction yield outcomes from USPTO patents with 853,638 reactions. Predict the reaction yield, written as a fraction of the theoretical maximum amount of product (1.0 means a 100% yield; for example, 0.34 means a 34% yield). (1) The reactants are [O:1]1[CH2:6][CH2:5][CH2:4][CH2:3][CH:2]1[O:7][CH2:8][CH2:9][O:10][C:11]1[CH:16]=[CH:15][C:14]([N:17]2[C:21]3[CH:22]=[CH:23][C:24]([C:26]4[CH:36]=[CH:35][C:29]([C:30](OCC)=[O:31])=[CH:28][CH:27]=4)=[CH:25][C:20]=3[N:19]=[CH:18]2)=[CH:13][CH:12]=1.FC(F)(F)S(OC1C=CC2[N:47](C3C=CC(OCCOC4CCCCO4)=CC=3)C=NC=2C=1)(=O)=O.[Cl-].[NH4+].C[NH+](C)C.C1(C)C=CC=CC=1.O.O.O.O.O.O.O.O.O.O.S([O-])([O-])(=O)=O.[Na+].[Na+]. The catalyst is C1(C)C=CC=CC=1. The product is [O:1]1[CH2:6][CH2:5][CH2:4][CH2:3][CH:2]1[O:7][CH2:8][CH2:9][O:10][C:11]1[CH:12]=[CH:13][C:14]([N:17]2[C:21]3[CH:22]=[CH:23][C:24]([C:26]4[CH:27]=[CH:28][C:29]([C:30]([NH2:47])=[O:31])=[CH:35][CH:36]=4)=[CH:25][C:20]=3[N:19]=[CH:18]2)=[CH:15][CH:16]=1. The yield is 0.210. (2) The reactants are [CH2:1]([O:3][C:4]([C:6]1[CH:11]=[CH:10][C:9](B(O)O)=[CH:8][CH:7]=1)=[O:5])[CH3:2].Br[C:16]1[CH:21]=[CH:20][C:19]([O:22][CH2:23][CH:24]2[CH2:29][CH2:28][N:27]([C:30]([O:32][CH:33]([CH3:35])[CH3:34])=[O:31])[CH2:26][CH2:25]2)=[CH:18][CH:17]=1. No catalyst specified. The product is [CH2:1]([O:3][C:4]([C:6]1[CH:11]=[CH:10][C:9]([C:16]2[CH:17]=[CH:18][C:19]([O:22][CH2:23][CH:24]3[CH2:25][CH2:26][N:27]([C:30]([O:32][CH:33]([CH3:35])[CH3:34])=[O:31])[CH2:28][CH2:29]3)=[CH:20][CH:21]=2)=[CH:8][CH:7]=1)=[O:5])[CH3:2]. The yield is 0.0600. (3) The reactants are [CH2:1]([OH:19])[CH2:2][CH2:3][CH2:4][CH2:5][CH2:6][CH2:7][CH2:8]/[CH:9]=[CH:10]\[CH2:11][CH2:12][CH2:13][CH2:14][CH2:15][CH2:16][CH2:17][CH3:18].C(Cl)Cl.[CH3:23][S:24](Cl)(=[O:26])=[O:25]. The catalyst is C(N(CC)CC)C. The product is [CH3:23][S:24]([O:19][CH2:1][CH2:2][CH2:3][CH2:4][CH2:5][CH2:6][CH2:7][CH2:8]/[CH:9]=[CH:10]\[CH2:11][CH2:12][CH2:13][CH2:14][CH2:15][CH2:16][CH2:17][CH3:18])(=[O:26])=[O:25]. The yield is 0.960. (4) The yield is 0.630. No catalyst specified. The reactants are [CH3:1][N:2]1[C:6]([CH2:7][N:8]([CH3:13])[CH:9]2[CH2:12][O:11][CH2:10]2)=[CH:5][C:4]([NH2:14])=[N:3]1.Br[C:16]1[C:17](=[O:24])[N:18]([CH3:23])[CH:19]=[C:20]([Br:22])[CH:21]=1. The product is [Br:22][C:20]1[CH:21]=[C:16]([NH:14][C:4]2[CH:5]=[C:6]([CH2:7][N:8]([CH3:13])[CH:9]3[CH2:10][O:11][CH2:12]3)[N:2]([CH3:1])[N:3]=2)[C:17](=[O:24])[N:18]([CH3:23])[CH:19]=1. (5) The reactants are [CH2:1]([C:3]1[CH:8]=[CH:7][CH:6]=[CH:5][C:4]=1[OH:9])[CH3:2].[C:10]1(=O)[O:15][C:13](=[O:14])[C:12]2=[CH:16][CH:17]=[CH:18][CH:19]=[C:11]12. The catalyst is [Cl-].[Zn+2].[Cl-]. The product is [OH:9][C:4]1[CH:5]=[CH:6][C:7]([C:10]2([C:7]3[CH:6]=[CH:5][C:4]([OH:9])=[C:3]([CH2:1][CH3:2])[CH:8]=3)[C:11]3[C:12](=[CH:16][CH:17]=[CH:18][CH:19]=3)[C:13](=[O:14])[O:15]2)=[CH:8][C:3]=1[CH2:1][CH3:2]. The yield is 0.920. (6) The reactants are Cl.[NH2:2][C@H:3]1[CH2:8][CH2:7][C@H:6]([N:9]([CH2:33][CH3:34])[C:10]2[C:25]3[CH2:24][CH:23]=[CH:22][CH2:21][CH2:20][C:19]4[CH:26]=[C:27]([CH3:31])[NH:28][C:29](=[O:30])[C:18]=4[CH2:17][NH:16][C:15](=[O:32])[C:14]=3[CH:13]=[CH:12][CH:11]=2)[CH2:5][CH2:4]1.Br[CH2:36][CH2:37][O:38][CH2:39][CH2:40]Br.CCN(C(C)C)C(C)C. The catalyst is CC#N. The product is [CH2:33]([N:9]([C@H:6]1[CH2:7][CH2:8][C@H:3]([N:2]2[CH2:40][CH2:39][O:38][CH2:37][CH2:36]2)[CH2:4][CH2:5]1)[C:10]1[C:25]2[CH2:24][CH:23]=[CH:22][CH2:21][CH2:20][C:19]3[CH:26]=[C:27]([CH3:31])[NH:28][C:29](=[O:30])[C:18]=3[CH2:17][NH:16][C:15](=[O:32])[C:14]=2[CH:13]=[CH:12][CH:11]=1)[CH3:34]. The yield is 0.388. (7) The reactants are [C:1]([NH:4][C:5]1[C:14]2[C:9](=[CH:10][CH:11]=[CH:12][CH:13]=2)[C:8]([S:15](Cl)(=[O:17])=[O:16])=[CH:7][CH:6]=1)(=[O:3])[CH3:2].[NH2:19][C:20]1[S:21][CH:22]=[CH:23][N:24]=1. The catalyst is N1C=CC=CC=1. The product is [S:21]1[CH:22]=[CH:23][N:24]=[C:20]1[NH:19][S:15]([C:8]1[C:9]2[C:14](=[CH:13][CH:12]=[CH:11][CH:10]=2)[C:5]([NH:4][C:1](=[O:3])[CH3:2])=[CH:6][CH:7]=1)(=[O:17])=[O:16]. The yield is 0.570. (8) The reactants are [CH3:1][O:2][C:3]1[CH:8]=[CH:7][CH:6]=[CH:5][C:4]=1[CH:9]1[CH2:14][CH2:13][N:12]([C:15]([O:17]C(C)(C)C)=O)[CH2:11][CH2:10]1.Cl.C(N(CC)CC)C.[Cl:30][C:31]([Cl:36])([Cl:35])C(Cl)=O. The catalyst is C(OCC)(=O)C.ClCCl. The product is [Cl:30][C:31]([Cl:36])([Cl:35])[C:15]([N:12]1[CH2:13][CH2:14][CH:9]([C:4]2[CH:5]=[CH:6][CH:7]=[CH:8][C:3]=2[O:2][CH3:1])[CH2:10][CH2:11]1)=[O:17]. The yield is 0.965. (9) The reactants are Br[CH2:2][CH2:3][CH:4]=[C:5]1[C:11]2[CH:12]=[CH:13][CH:14]=[N:15][C:10]=2[CH2:9][O:8][C:7]2[CH:16]=[CH:17][C:18]([C:20]([OH:23])([CH3:22])[CH3:21])=[CH:19][C:6]1=2.[Cl:24][C:25]1[CH:30]=[CH:29][C:28]([N:31]2[CH2:36][CH2:35][NH:34][CH2:33][CH:32]2[CH3:37])=[CH:27][CH:26]=1.[I-].[K+]. The catalyst is C(O)(C)C. The product is [Cl:24][C:25]1[CH:26]=[CH:27][C:28]([N:31]2[CH2:36][CH2:35][N:34]([CH2:2][CH2:3][CH:4]=[C:5]3[C:11]4[CH:12]=[CH:13][CH:14]=[N:15][C:10]=4[CH2:9][O:8][C:7]4[CH:16]=[CH:17][C:18]([C:20]([OH:23])([CH3:22])[CH3:21])=[CH:19][C:6]3=4)[CH2:33][CH:32]2[CH3:37])=[CH:29][CH:30]=1. The yield is 0.690. (10) The reactants are C(OC(=O)[NH:7][CH:8]([CH2:13][C:14]1[CH:19]=[CH:18][C:17]([N+:20]([O-:22])=[O:21])=[CH:16][CH:15]=1)[C:9](=O)[CH2:10][Br:11])(C)(C)C.[C:24](=[S:32])([NH2:31])[C:25]1[CH:30]=[CH:29][CH:28]=[CH:27][CH:26]=1.C(OCC)C. The catalyst is CC#N. The product is [BrH:11].[N+:20]([C:17]1[CH:16]=[CH:15][C:14]([CH2:13][C@@H:8]([C:9]2[N:31]=[C:24]([C:25]3[CH:30]=[CH:29][CH:28]=[CH:27][CH:26]=3)[S:32][CH:10]=2)[NH2:7])=[CH:19][CH:18]=1)([O-:22])=[O:21]. The yield is 0.630.